Dataset: Forward reaction prediction with 1.9M reactions from USPTO patents (1976-2016). Task: Predict the product of the given reaction. (1) Given the reactants [N+:1]([C:4]1[CH:9]=[CH:8][C:7]([C:10]2([C:13]([O:15][CH3:16])=[O:14])[CH2:12][CH2:11]2)=[CH:6][CH:5]=1)([O-])=O, predict the reaction product. The product is: [NH2:1][C:4]1[CH:5]=[CH:6][C:7]([C:10]2([C:13]([O:15][CH3:16])=[O:14])[CH2:12][CH2:11]2)=[CH:8][CH:9]=1. (2) Given the reactants [NH:1]1[C:9]2[C:4](=[CH:5][CH:6]=[CH:7][CH:8]=2)[C:3]([CH2:10][CH:11]2[C:20]3[N:16]([C:17]([C:21]4[CH:26]=[CH:25][CH:24]=[CH:23][CH:22]=4)=[N:18][N:19]=3)[C:15]3[CH:27]=[CH:28][CH:29]=[CH:30][C:14]=3[N:13]([CH2:31][C:32]([N:34]([CH:41]([CH3:43])[CH3:42])[C:35]3[CH:40]=[CH:39][CH:38]=[CH:37][CH:36]=3)=[O:33])[C:12]2=[O:44])=[CH:2]1.[C:45](O[C:45]([O:47][C:48]([CH3:51])([CH3:50])[CH3:49])=[O:46])([O:47][C:48]([CH3:51])([CH3:50])[CH3:49])=[O:46], predict the reaction product. The product is: [C:48]([O:47][C:45]([N:1]1[C:9]2[C:4](=[CH:5][CH:6]=[CH:7][CH:8]=2)[C:3]([CH2:10][CH:11]2[C:20]3[N:16]([C:17]([C:21]4[CH:26]=[CH:25][CH:24]=[CH:23][CH:22]=4)=[N:18][N:19]=3)[C:15]3[CH:27]=[CH:28][CH:29]=[CH:30][C:14]=3[N:13]([CH2:31][C:32](=[O:33])[N:34]([CH:41]([CH3:42])[CH3:43])[C:35]3[CH:40]=[CH:39][CH:38]=[CH:37][CH:36]=3)[C:12]2=[O:44])=[CH:2]1)=[O:46])([CH3:51])([CH3:50])[CH3:49]. (3) Given the reactants FC(F)(F)C(O)=O.[C:8]([C:10]1[CH:35]=[CH:34][C:13]([O:14][CH2:15][C:16]([N:18]2[CH2:33][CH2:32][C:21]3([CH2:24][N:23](C(OC(C)(C)C)=O)[CH2:22]3)[CH2:20][CH2:19]2)=[O:17])=[C:12]([CH:36]([CH3:38])[CH3:37])[CH:11]=1)#[N:9].C(=O)([O-])O.[Na+], predict the reaction product. The product is: [CH:36]([C:12]1[CH:11]=[C:10]([CH:35]=[CH:34][C:13]=1[O:14][CH2:15][C:16](=[O:17])[N:18]1[CH2:33][CH2:32][C:21]2([CH2:22][NH:23][CH2:24]2)[CH2:20][CH2:19]1)[C:8]#[N:9])([CH3:38])[CH3:37]. (4) The product is: [CH2:1]([O:8][C:9]1[N:24]=[CH:23][C:22]([OH:42])=[C:21]([O:26][CH2:27][C:28]2[CH:33]=[CH:32][CH:31]=[CH:30][CH:29]=2)[C:10]=1[C:11]([O:13][CH2:14][C:15]1[CH:20]=[CH:19][CH:18]=[CH:17][CH:16]=1)=[O:12])[C:2]1[CH:7]=[CH:6][CH:5]=[CH:4][CH:3]=1. Given the reactants [CH2:1]([O:8][C:9]1[N:24]=[CH:23][C:22](I)=[C:21]([O:26][CH2:27][C:28]2[CH:33]=[CH:32][CH:31]=[CH:30][CH:29]=2)[C:10]=1[C:11]([O:13][CH2:14][C:15]1[CH:20]=[CH:19][CH:18]=[CH:17][CH:16]=1)=[O:12])[C:2]1[CH:7]=[CH:6][CH:5]=[CH:4][CH:3]=1.C([Mg]Cl)(C)C.[Li+].[Cl-].B(OC(C)C)(OC(C)C)[O:42]C(C)C.C(OO)(=O)C, predict the reaction product.